This data is from Full USPTO retrosynthesis dataset with 1.9M reactions from patents (1976-2016). The task is: Predict the reactants needed to synthesize the given product. (1) Given the product [CH3:11][C:12]1([CH2:18][O:19][C:20]2[CH:33]=[CH:32][C:23]([CH2:24][CH:25]3[S:29][C:28](=[O:30])[NH:27][C:26]3=[O:31])=[CH:22][CH:21]=2)[CH2:13][CH2:14][CH2:15][CH2:16][CH2:17]1, predict the reactants needed to synthesize it. The reactants are: CC(=NO)C(C)=NO.[BH4-].[Na+].[CH3:11][C:12]1([CH2:18][O:19][C:20]2[CH:33]=[CH:32][C:23]([CH:24]=[C:25]3[S:29][C:28](=[O:30])[NH:27][C:26]3=[O:31])=[CH:22][CH:21]=2)[CH2:17][CH2:16][CH2:15][CH2:14][CH2:13]1.C(O)(=O)C. (2) Given the product [F:5][C:6]1[CH:12]=[CH:11][CH:10]=[C:8]([N:9]=[C:1]=[S:2])[CH:7]=1, predict the reactants needed to synthesize it. The reactants are: [C:1](Cl)(Cl)=[S:2].[F:5][C:6]1[CH:7]=[C:8]([CH:10]=[CH:11][CH:12]=1)[NH2:9].